Dataset: Full USPTO retrosynthesis dataset with 1.9M reactions from patents (1976-2016). Task: Predict the reactants needed to synthesize the given product. (1) Given the product [C:25]([C@H:23]([C@@H:21]([C:20]([OH:29])=[O:28])[OH:22])[OH:24])([OH:27])=[O:26].[F:1][C:2]([F:18])([F:19])[C:3]1[CH:4]=[C:5]([CH:10]([NH:13][C:14]([CH3:15])([CH3:17])[CH3:16])[CH2:11][OH:12])[CH:6]=[CH:7][C:8]=1[NH2:9], predict the reactants needed to synthesize it. The reactants are: [F:1][C:2]([F:19])([F:18])[C:3]1[CH:4]=[C:5]([CH:10]([NH:13][C:14]([CH3:17])([CH3:16])[CH3:15])[CH2:11][OH:12])[CH:6]=[CH:7][C:8]=1[NH2:9].[C:20]([OH:29])(=[O:28])[C@H:21]([C@@H:23]([C:25]([OH:27])=[O:26])[OH:24])[OH:22]. (2) The reactants are: [OH:1][C@H:2]1[CH2:7][CH2:6][CH2:5][CH2:4][C@@H:3]1[N:8]1[C:17](=[O:18])[C:16]2[C:11](=[C:12]3[CH:37]=[CH:36][CH:35]=[CH:34][C:13]3=[C:14]([CH2:19][N:20]3[CH2:25][CH2:24][C:23]([C:28]4C=CC=CN=4)([C:26]#[N:27])[CH2:22][CH2:21]3)[CH:15]=2)[N:10]=[CH:9]1.N1C=CC=CC=1C1(C#N)CCNCC1. Given the product [OH:1][C@H:2]1[CH2:7][CH2:6][CH2:5][CH2:4][C@@H:3]1[N:8]1[C:17](=[O:18])[C:16]2[C:11](=[C:12]3[CH:37]=[CH:36][CH:35]=[CH:34][C:13]3=[C:14]([CH2:19][N:20]3[CH2:21][CH2:22][C:23]([CH3:28])([C:26]#[N:27])[CH2:24][CH2:25]3)[CH:15]=2)[N:10]=[CH:9]1, predict the reactants needed to synthesize it. (3) Given the product [C:21]([O:25][C:26]([N:28]1[CH2:37][C:36]([CH3:39])([CH3:38])[C:35]2[C:30](=[CH:31][C:32]([NH:40][C:14](=[O:16])[C:13]3[CH:17]=[CH:18][CH:19]=[CH:20][C:12]=3[NH:11][CH:9]([C:7]3[CH:6]=[CH:5][N:4]=[C:3]([NH:2][CH3:1])[N:8]=3)[CH3:10])=[CH:33][CH:34]=2)[CH2:29]1)=[O:27])([CH3:24])([CH3:22])[CH3:23], predict the reactants needed to synthesize it. The reactants are: [CH3:1][NH:2][C:3]1[N:8]=[C:7]([CH:9]([NH:11][C:12]2[CH:20]=[CH:19][CH:18]=[CH:17][C:13]=2[C:14]([OH:16])=O)[CH3:10])[CH:6]=[CH:5][N:4]=1.[C:21]([O:25][C:26]([N:28]1[CH2:37][C:36]([CH3:39])([CH3:38])[C:35]2[C:30](=[CH:31][C:32]([NH2:40])=[CH:33][CH:34]=2)[CH2:29]1)=[O:27])([CH3:24])([CH3:23])[CH3:22].CN(C(ON1N=NC2C=CC=CC1=2)=[N+](C)C)C.[B-](F)(F)(F)F.CCN(C(C)C)C(C)C.